Dataset: Peptide-MHC class I binding affinity with 185,985 pairs from IEDB/IMGT. Task: Regression. Given a peptide amino acid sequence and an MHC pseudo amino acid sequence, predict their binding affinity value. This is MHC class I binding data. (1) The peptide sequence is WPWNAREDV. The MHC is HLA-B08:01 with pseudo-sequence HLA-B08:01. The binding affinity (normalized) is 0.174. (2) The peptide sequence is YHENWSATL. The MHC is HLA-B39:01 with pseudo-sequence HLA-B39:01. The binding affinity (normalized) is 0.936.